From a dataset of Experimentally validated miRNA-target interactions with 360,000+ pairs, plus equal number of negative samples. Binary Classification. Given a miRNA mature sequence and a target amino acid sequence, predict their likelihood of interaction. (1) The miRNA is hsa-miR-1229-3p with sequence CUCUCACCACUGCCCUCCCACAG. The protein sequence of the target gene is MAAVAPAGPGDSASAALDELSLNFTYGAPGAGNGSLSGDWYRRNQIHLFGVLLAILGNLVISISLNIQKYSHLQLAQQEHPRPYFKSVLWWGGVLLMAVGETGNFAAYGFAPITLIAPLGCVSVTGSAIISVTFLKDNLRASDLLGTTLAFAGTYLLVNFAPNITQAISARTVQYYLVGWQFLIYVILEILIFCILLYFYKRKGMKHMVILLTLVAILASLTVISVKAVSGMITFSVMDKMQLTYPIFYIMFIIMIASCVFQVKFLNQATKLYNTTTVVPVNHIFFTISAIIAGIIFYQE.... Result: 0 (no interaction). (2) Result: 1 (interaction). The miRNA is hsa-miR-4478 with sequence GAGGCUGAGCUGAGGAG. The protein sequence of the target gene is MAATMFRATLRGWRTGVQRGCGLRLLSQTQGPPDYPRFVESVDEYQFVERLLPATRIPDPPKHEHYPTPSGWQPPRDPPPNLPYFVRRSRMHNIPVYKDITHGNRQMTVIRKVEGDIWALQKDVEDFLSPLLGKTPVTQVNEVTGTLRIKGYFDQELKAWLLEKGF. (3) The miRNA is dme-miR-314-3p with sequence UAUUCGAGCCAAUAAGUUCGG. The protein sequence of the target gene is MALFAVFQTTFFLTLLSLRTYQSEVLAERLPLTPVSLKVSTNSTRQSLHLQWTVHNLPYHQELKMVFQIQISRIETSNVIWVGNYSTTVKWNQVLHWSWESELPLECATHFVRIKSLVDDAKFPEPNFWSNWSSWEEVSVQDSTGQDILFVFPKDKLVEEGTNVTICYVSRNIQNNVSCYLEGKQIHGEQLDPHVTAFNLNSVPFIRNKGTNIYCEASQGNVSEGMKGIVLFVSKVLEEPKDFSCETEDFKTLHCTWDPGTDTALGWSKQPSQSYTLFESFSGEKKLCTHKNWCNWQITQ.... Result: 0 (no interaction).